This data is from Full USPTO retrosynthesis dataset with 1.9M reactions from patents (1976-2016). The task is: Predict the reactants needed to synthesize the given product. The reactants are: C1(C[O:8][NH:9][C:10]([C:12]2[CH:13]=[C:14]([C:23]([O:25][CH2:26][CH3:27])=[O:24])[CH:15]=[C:16]([C:18]([O:20][CH2:21][CH3:22])=[O:19])[CH:17]=2)=[O:11])C=CC=CC=1. Given the product [OH:8][NH:9][C:10]([C:12]1[CH:13]=[C:14]([C:23]([O:25][CH2:26][CH3:27])=[O:24])[CH:15]=[C:16]([C:18]([O:20][CH2:21][CH3:22])=[O:19])[CH:17]=1)=[O:11], predict the reactants needed to synthesize it.